From a dataset of Forward reaction prediction with 1.9M reactions from USPTO patents (1976-2016). Predict the product of the given reaction. (1) Given the reactants [CH3:1][C:2]1[CH:6]=[C:5]([CH3:7])[N:4]([C:8]2[CH:17]=[C:16]([O:18][CH:19]3[CH2:36][CH:35]4[CH:21]([C:22](=[O:42])[N:23]([CH3:41])[CH2:24][CH2:25][CH2:26][CH2:27][CH:28]=[CH:29][CH:30]5[C:32]([C:38](O)=[O:39])([NH:33][C:34]4=[O:37])[CH2:31]5)[CH2:20]3)[C:15]3[C:10](=[C:11]([CH3:45])[C:12]([O:43][CH3:44])=[CH:13][CH:14]=3)[N:9]=2)[N:3]=1.[CH:46]1([S:49]([NH2:52])(=[O:51])=[O:50])[CH2:48][CH2:47]1.ClC1C(OC)=CC=C2C=1N=C(C1SC=C(C(C)C)N=1)C=C2OC1CC2C(C(=O)N(C)CCCCC=CC3C(C(NS(C4CC4)(=O)=O)=O)(NC2=O)C3)C1, predict the reaction product. The product is: [CH3:1][C:2]1[CH:6]=[C:5]([CH3:7])[N:4]([C:8]2[CH:17]=[C:16]([O:18][CH:19]3[CH2:36][CH:35]4[CH:21]([C:22](=[O:42])[N:23]([CH3:41])[CH2:24][CH2:25][CH2:26][CH2:27][CH:28]=[CH:29][CH:30]5[C:32]([C:38]([NH:52][S:49]([CH:46]6[CH2:48][CH2:47]6)(=[O:51])=[O:50])=[O:39])([NH:33][C:34]4=[O:37])[CH2:31]5)[CH2:20]3)[C:15]3[C:10](=[C:11]([CH3:45])[C:12]([O:43][CH3:44])=[CH:13][CH:14]=3)[N:9]=2)[N:3]=1. (2) Given the reactants [CH3:1][O:2][C:3](=[O:13])[C:4]1[CH:9]=[CH:8][C:7]([OH:10])=[C:6]([CH:11]=O)[CH:5]=1.[F:14][C:15]([F:25])([F:24])[C:16]1[CH:23]=[CH:22][C:19]([CH2:20]Br)=[CH:18][CH:17]=1.C(=O)([O-])[O-].[K+].[K+], predict the reaction product. The product is: [CH3:1][O:2][C:3]([C:4]1[CH:9]=[CH:8][C:7]2[O:10][C:20]([C:19]3[CH:18]=[CH:17][C:16]([C:15]([F:14])([F:24])[F:25])=[CH:23][CH:22]=3)=[CH:11][C:6]=2[CH:5]=1)=[O:13]. (3) Given the reactants [F:1][C:2]1[CH:9]=[C:8]([OH:10])[CH:7]=[CH:6][C:3]=1[C:4]#[N:5].C([O-])([O-])=O.[K+].[K+].Br[CH2:18][CH2:19][O:20][CH2:21][C:22]1[CH:27]=[CH:26][CH:25]=[CH:24][CH:23]=1.O, predict the reaction product. The product is: [CH2:21]([O:20][CH2:19][CH2:18][O:10][C:8]1[CH:7]=[CH:6][C:3]([C:4]#[N:5])=[C:2]([F:1])[CH:9]=1)[C:22]1[CH:27]=[CH:26][CH:25]=[CH:24][CH:23]=1.